Dataset: Full USPTO retrosynthesis dataset with 1.9M reactions from patents (1976-2016). Task: Predict the reactants needed to synthesize the given product. (1) Given the product [OH:12][C:10]([C:13]1[CH:14]=[CH:15][C:16]([I:19])=[CH:17][CH:18]=1)([CH3:11])[CH2:9][NH:8][S:4]([CH:2]([CH3:3])[CH3:1])(=[O:6])=[O:5], predict the reactants needed to synthesize it. The reactants are: [CH3:1][CH:2]([S:4](Cl)(=[O:6])=[O:5])[CH3:3].[NH2:8][CH2:9][C:10]([C:13]1[CH:18]=[CH:17][C:16]([I:19])=[CH:15][CH:14]=1)([OH:12])[CH3:11].O. (2) Given the product [CH3:2][O:3][C:4](=[O:26])[C@H:5]([CH2:22][CH:23]([CH3:24])[CH3:25])[NH:6][C:7](=[O:21])[C:8]1[CH:13]=[CH:12][C:11]([NH:14][CH2:32][C:28]2[NH:27][CH:31]=[CH:30][N:29]=2)=[CH:10][C:9]=1[C:15]1[CH:20]=[CH:19][CH:18]=[CH:17][CH:16]=1, predict the reactants needed to synthesize it. The reactants are: Cl.[CH3:2][O:3][C:4](=[O:26])[C@H:5]([CH2:22][CH:23]([CH3:25])[CH3:24])[NH:6][C:7](=[O:21])[C:8]1[CH:13]=[CH:12][C:11]([NH2:14])=[CH:10][C:9]=1[C:15]1[CH:20]=[CH:19][CH:18]=[CH:17][CH:16]=1.[NH:27]1[CH:31]=[CH:30][N:29]=[C:28]1[CH:32]=O.CC(C[C@H](NC(C1C=CC(NCC2NC=NC=2)=CC=1C1C=CC=CC=1)=O)C(O)=O)C.